This data is from Reaction yield outcomes from USPTO patents with 853,638 reactions. The task is: Predict the reaction yield, written as a fraction of the theoretical maximum amount of product (1.0 means a 100% yield; for example, 0.34 means a 34% yield). (1) The reactants are [OH:1][CH:2]([C:6]1[CH:11]=[CH:10][CH:9]=[CH:8][C:7]=1[CH3:12])[C:3]([OH:5])=O.[CH:13]1[CH:14]=[CH:15][C:16]2N(O)N=[N:19][C:17]=2[CH:18]=1.CCN=C=NCCCN(C)C.C1(N)CCCCC1. The catalyst is CN(C=O)C. The product is [CH:17]1([NH:19][C:3](=[O:5])[CH:2]([OH:1])[C:6]2[CH:11]=[CH:10][CH:9]=[CH:8][C:7]=2[CH3:12])[CH2:18][CH2:13][CH2:14][CH2:15][CH2:16]1. The yield is 0.400. (2) The reactants are [Cl-].O[NH3+:3].[C:4](=[O:7])([O-])[OH:5].[Na+].CS(C)=O.[CH2:13]([C:17]1[N:18]=[C:19]([CH3:39])[NH:20][C:21](=[O:38])[C:22]=1[CH2:23][C:24]1[CH:29]=[CH:28][C:27]([C:30]2[C:31]([C:36]#[N:37])=[CH:32][CH:33]=[CH:34][CH:35]=2)=[CH:26][CH:25]=1)[CH2:14][CH2:15][CH3:16]. The catalyst is O.C(OCC)(=O)C. The product is [CH2:13]([C:17]1[N:18]=[C:19]([CH3:39])[NH:20][C:21](=[O:38])[C:22]=1[CH2:23][C:24]1[CH:29]=[CH:28][C:27]([C:30]2[CH:35]=[CH:34][CH:33]=[CH:32][C:31]=2[C:36]2[NH:3][C:4](=[O:7])[O:5][N:37]=2)=[CH:26][CH:25]=1)[CH2:14][CH2:15][CH3:16]. The yield is 0.310. (3) The reactants are [CH2:1]([C:3]1[N:4]([C:28]2[CH:33]=[CH:32][C:31]([OH:34])=[CH:30][CH:29]=2)[C:5](=[O:27])[C:6]([CH2:12][C:13]2[CH:18]=[CH:17][C:16]([C:19]3[C:20]([C:25]#[N:26])=[CH:21][CH:22]=[CH:23][CH:24]=3)=[CH:15][CH:14]=2)=[C:7]([CH2:9][CH2:10][CH3:11])[N:8]=1)[CH3:2].C1(P([C:48]2[CH:53]=CC=CC=2)C2C=CC=CC=2)C=CC=CC=1.[N:55]([C:56]([O:58]C(C)C)=[O:57])=[N:55][C:56]([O:58]C(C)C)=[O:57].[O:68]1[CH2:72][CH2:71][CH2:70][CH2:69]1. The catalyst is C(OCC)(=O)C. The product is [CH2:1]([C:3]1[N:4]([C:28]2[CH:33]=[CH:32][C:31]([O:34][CH2:69][CH:70]3[CH2:48][CH2:53][O:68][CH2:72][CH2:71]3)=[CH:30][CH:29]=2)[C:5](=[O:27])[C:6]([CH2:12][C:13]2[CH:18]=[CH:17][C:16]([C:19]3[CH:24]=[CH:23][CH:22]=[CH:21][C:20]=3[C:25]3[NH:55][C:56](=[O:57])[O:58][N:26]=3)=[CH:15][CH:14]=2)=[C:7]([CH2:9][CH2:10][CH3:11])[N:8]=1)[CH3:2]. The yield is 0.730. (4) The product is [CH:16]1([CH2:15][CH:14]([C:12]2[NH:11][C:8]3=[N:9][CH:10]=[C:5]([C:3]([OH:4])=[O:2])[CH:6]=[C:7]3[CH:13]=2)[C:21]2[CH:26]=[CH:25][C:24]([C:27]([CH3:36])([O:29][CH:30]3[CH2:35][CH2:34][CH2:33][CH2:32][O:31]3)[CH3:28])=[C:23]([F:37])[CH:22]=2)[CH2:17][CH2:18][CH2:19][CH2:20]1. The yield is 0.858. The reactants are C[O:2][C:3]([C:5]1[CH:6]=[C:7]2[CH:13]=[C:12]([CH:14]([C:21]3[CH:26]=[CH:25][C:24]([C:27]([CH3:36])([O:29][CH:30]4[CH2:35][CH2:34][CH2:33][CH2:32][O:31]4)[CH3:28])=[C:23]([F:37])[CH:22]=3)[CH2:15][CH:16]3[CH2:20][CH2:19][CH2:18][CH2:17]3)[NH:11][C:8]2=[N:9][CH:10]=1)=[O:4].[OH-].[Na+].Cl. The catalyst is O1CCCC1.C(OCC)(=O)C. (5) The reactants are [C:1]([O:5][C:6]([N:8]1[C:16]2[C:11](=[CH:12][CH:13]=[CH:14][CH:15]=2)[C:10](/[CH:17]=[CH:18]/[C:19]2[CH:24]=[CH:23][CH:22]=[CH:21][C:20]=2Br)=[N:9]1)=[O:7])([CH3:4])([CH3:3])[CH3:2].[C:26]([N:29]1[CH2:34][CH2:33][NH:32][CH2:31][CH2:30]1)(=[O:28])[CH3:27].C(=O)([O-])[O-].[K+].[K+].C1(P(C2CCCCC2)C2C=CC=CC=2C2C(C(C)C)=CC(C(C)C)=CC=2C(C)C)CCCCC1. The catalyst is C1(C)C=CC=CC=1.C1C=CC(/C=C/C(/C=C/C2C=CC=CC=2)=O)=CC=1.C1C=CC(/C=C/C(/C=C/C2C=CC=CC=2)=O)=CC=1.C1C=CC(/C=C/C(/C=C/C2C=CC=CC=2)=O)=CC=1.[Pd].[Pd].C(OCC)(=O)C.O. The product is [C:1]([O:5][C:6]([N:8]1[C:16]2[C:11](=[CH:12][CH:13]=[CH:14][CH:15]=2)[C:10](/[CH:17]=[CH:18]/[C:19]2[CH:24]=[CH:23][CH:22]=[CH:21][C:20]=2[N:32]2[CH2:33][CH2:34][N:29]([C:26](=[O:28])[CH3:27])[CH2:30][CH2:31]2)=[N:9]1)=[O:7])([CH3:4])([CH3:3])[CH3:2]. The yield is 0.170.